Dataset: Full USPTO retrosynthesis dataset with 1.9M reactions from patents (1976-2016). Task: Predict the reactants needed to synthesize the given product. (1) Given the product [Na+:31].[C:22]([NH:1][C:2]1[CH:11]=[C:10]2[C:5]([CH:6]=[CH:7][C:8]([S:12]([O-:15])(=[O:13])=[O:14])=[CH:9]2)=[CH:4][CH:3]=1)(=[O:24])[CH3:23], predict the reactants needed to synthesize it. The reactants are: [NH2:1][C:2]1[CH:11]=[C:10]2[C:5]([CH:6]=[CH:7][C:8]([S:12]([OH:15])(=[O:14])=[O:13])=[CH:9]2)=[CH:4][CH:3]=1.N1C=CC=CC=1.[C:22](OC(=O)C)(=[O:24])[CH3:23].C[O-].[Na+:31]. (2) Given the product [CH2:1]([O:3][P:4]([CH:9]([C:17]#[N:18])[CH2:10][CH:11]1[CH2:12][CH2:13][O:14][CH2:15][CH2:16]1)(=[O:8])[O:5][CH2:6][CH3:7])[CH3:2], predict the reactants needed to synthesize it. The reactants are: [CH2:1]([O:3][P:4]([C:9]([C:17]#[N:18])=[CH:10][CH:11]1[CH2:16][CH2:15][O:14][CH2:13][CH2:12]1)(=[O:8])[O:5][CH2:6][CH3:7])[CH3:2].[BH4-].[Na+].[OH-].[Na+].C(OCC)(=O)C.